Dataset: NCI-60 drug combinations with 297,098 pairs across 59 cell lines. Task: Regression. Given two drug SMILES strings and cell line genomic features, predict the synergy score measuring deviation from expected non-interaction effect. (1) Drug 1: CN(C(=O)NC(C=O)C(C(C(CO)O)O)O)N=O. Drug 2: COCCOC1=C(C=C2C(=C1)C(=NC=N2)NC3=CC=CC(=C3)C#C)OCCOC.Cl. Cell line: 786-0. Synergy scores: CSS=5.62, Synergy_ZIP=-2.44, Synergy_Bliss=-1.30, Synergy_Loewe=-10.8, Synergy_HSA=-1.05. (2) Drug 1: C1=CC(=CC=C1CCC2=CNC3=C2C(=O)NC(=N3)N)C(=O)NC(CCC(=O)O)C(=O)O. Drug 2: CCC1=CC2CC(C3=C(CN(C2)C1)C4=CC=CC=C4N3)(C5=C(C=C6C(=C5)C78CCN9C7C(C=CC9)(C(C(C8N6C)(C(=O)OC)O)OC(=O)C)CC)OC)C(=O)OC.C(C(C(=O)O)O)(C(=O)O)O. Cell line: NCIH23. Synergy scores: CSS=13.8, Synergy_ZIP=-0.925, Synergy_Bliss=0.482, Synergy_Loewe=-19.5, Synergy_HSA=1.39. (3) Drug 1: CNC(=O)C1=CC=CC=C1SC2=CC3=C(C=C2)C(=NN3)C=CC4=CC=CC=N4. Drug 2: CC1=C(C(=CC=C1)Cl)NC(=O)C2=CN=C(S2)NC3=CC(=NC(=N3)C)N4CCN(CC4)CCO. Cell line: KM12. Synergy scores: CSS=6.30, Synergy_ZIP=-3.19, Synergy_Bliss=2.96, Synergy_Loewe=2.18, Synergy_HSA=2.83. (4) Drug 1: C1=CN(C(=O)N=C1N)C2C(C(C(O2)CO)O)O.Cl. Drug 2: CC1CCC2CC(C(=CC=CC=CC(CC(C(=O)C(C(C(=CC(C(=O)CC(OC(=O)C3CCCCN3C(=O)C(=O)C1(O2)O)C(C)CC4CCC(C(C4)OC)OCCO)C)C)O)OC)C)C)C)OC. Cell line: SNB-75. Synergy scores: CSS=1.19, Synergy_ZIP=-1.42, Synergy_Bliss=0.0164, Synergy_Loewe=-33.7, Synergy_HSA=-0.0946.